This data is from Full USPTO retrosynthesis dataset with 1.9M reactions from patents (1976-2016). The task is: Predict the reactants needed to synthesize the given product. (1) Given the product [Cl:22][C:23]1[CH:28]=[CH:27][C:26]([NH:29][C:30]([NH:1][C:2]2[CH:20]=[CH:19][C:5]([O:6][C:7]3[N:12]=[CH:11][N:10]=[C:9]([NH:13][C:14]([CH:16]4[CH2:17][CH2:18]4)=[O:15])[CH:8]=3)=[CH:4][C:3]=2[CH3:21])=[O:31])=[CH:25][C:24]=1[C:32]([F:33])([F:34])[F:35], predict the reactants needed to synthesize it. The reactants are: [NH2:1][C:2]1[CH:20]=[CH:19][C:5]([O:6][C:7]2[N:12]=[CH:11][N:10]=[C:9]([NH:13][C:14]([CH:16]3[CH2:18][CH2:17]3)=[O:15])[CH:8]=2)=[CH:4][C:3]=1[CH3:21].[Cl:22][C:23]1[CH:28]=[CH:27][C:26]([N:29]=[C:30]=[O:31])=[CH:25][C:24]=1[C:32]([F:35])([F:34])[F:33]. (2) The reactants are: [C:1]([O:5][C:6]([N:8]1[CH2:13][CH2:12][N:11]([C:14]2[CH:19]=[C:18](OS(C(F)(F)C(F)(F)C(F)(F)C(F)(F)F)(=O)=O)[CH:17]=[CH:16][C:15]=2[CH:37]2[CH2:42][C:41]([CH3:44])([CH3:43])[CH2:40][C:39]([CH3:46])([CH3:45])[CH2:38]2)[CH2:10][CH2:9]1)=[O:7])([CH3:4])([CH3:3])[CH3:2].[NH:47]1[CH2:52][CH2:51][O:50][CH2:49][CH2:48]1.CC(C)([O-])C.[Na+].C1(P(C2CCCCC2)C2C=CC=CC=2C2C=CC=CC=2N(C)C)CCCCC1. Given the product [C:1]([O:5][C:6]([N:8]1[CH2:13][CH2:12][N:11]([C:14]2[CH:19]=[C:18]([N:47]3[CH2:52][CH2:51][O:50][CH2:49][CH2:48]3)[CH:17]=[CH:16][C:15]=2[CH:37]2[CH2:38][C:39]([CH3:46])([CH3:45])[CH2:40][C:41]([CH3:44])([CH3:43])[CH2:42]2)[CH2:10][CH2:9]1)=[O:7])([CH3:4])([CH3:3])[CH3:2], predict the reactants needed to synthesize it. (3) Given the product [P:1]([O:13][C:14]1[C:15]2[CH:34]=[CH:33][CH:32]=[CH:31][C:16]=2[C:17]2[C@H:18]([CH2:29][Cl:30])[CH2:19][NH:20][C:21]=2[CH:22]=1)([O:8][C:9]([CH3:10])([CH3:11])[CH3:12])([O:3][C:4]([CH3:7])([CH3:6])[CH3:5])=[O:2], predict the reactants needed to synthesize it. The reactants are: [P:1]([O:13][C:14]1[C:15]2[CH:34]=[CH:33][CH:32]=[CH:31][C:16]=2[C:17]2[C@H:18]([CH2:29][Cl:30])[CH2:19][N:20](C(=O)C(F)(F)F)[C:21]=2[CH:22]=1)([O:8][C:9]([CH3:12])([CH3:11])[CH3:10])([O:3][C:4]([CH3:7])([CH3:6])[CH3:5])=[O:2].C([O-])([O-])=O.[Cs+].[Cs+]. (4) Given the product [C:10]([O:13][C:14]1[CH:19]=[CH:18][C:17](/[CH:20]=[CH:21]/[C:22]([Cl:8])=[O:23])=[CH:16][C:15]=1[O:25][CH3:26])(=[O:12])[CH3:11], predict the reactants needed to synthesize it. The reactants are: CN(C=O)C.S(Cl)([Cl:8])=O.[C:10]([O:13][C:14]1[CH:19]=[CH:18][C:17](/[CH:20]=[CH:21]/[C:22](O)=[O:23])=[CH:16][C:15]=1[O:25][CH3:26])(=[O:12])[CH3:11]. (5) The reactants are: [Si]([O:8][CH:9]([C:22]1[O:23][C:24]([C:27]2[C:32]([CH3:33])=[CH:31][CH:30]=[CH:29][N:28]=2)=[CH:25][N:26]=1)[CH2:10][CH2:11][CH2:12][CH2:13][CH2:14][CH2:15][C:16]1[CH:21]=[CH:20][CH:19]=[CH:18][CH:17]=1)(C(C)(C)C)(C)C.[Si](OC(C1OC([Sn](CCCC)(CCCC)CCCC)=CN=1)CCCCCCC1C=CC=CC=1)(C(C)(C)C)(C)C.BrC1C(C)=CC=CN=1. Given the product [CH3:33][C:32]1[C:27]([C:24]2[O:23][C:22]([C:9](=[O:8])[CH2:10][CH2:11][CH2:12][CH2:13][CH2:14][CH2:15][C:16]3[CH:21]=[CH:20][CH:19]=[CH:18][CH:17]=3)=[N:26][CH:25]=2)=[N:28][CH:29]=[CH:30][CH:31]=1, predict the reactants needed to synthesize it. (6) Given the product [NH:1]1[C:9]2[C:4](=[CH:5][CH:6]=[C:7]([C:10]([N:16]3[CH2:15][CH2:14][N:13]([C:19]([O:21][C:22]([CH3:25])([CH3:24])[CH3:23])=[O:20])[CH2:18][CH2:17]3)=[O:12])[CH:8]=2)[CH:3]=[CH:2]1, predict the reactants needed to synthesize it. The reactants are: [NH:1]1[C:9]2[C:4](=[CH:5][CH:6]=[C:7]([C:10]([OH:12])=O)[CH:8]=2)[CH:3]=[CH:2]1.[N:13]1([C:19]([O:21][C:22]([CH3:25])([CH3:24])[CH3:23])=[O:20])[CH2:18][CH2:17][NH:16][CH2:15][CH2:14]1. (7) Given the product [CH2:56]([C:53]1[CH:52]=[CH:51][C:50]([CH2:49][C:46]2[CH:47]=[C:48]3[C@:10]4([C@H:9]([OH:8])[C@@H:14]([OH:15])[C@H:13]([OH:23])[C@@H:12]([CH2:31][OH:32])[O:11]4)[CH2:40][CH2:41][O:42][C:43]3=[CH:44][CH:45]=2)=[CH:55][CH:54]=1)[CH3:57], predict the reactants needed to synthesize it. The reactants are: C([O:8][C@@H:9]1[C@@H:14]([O:15]CC2C=CC=CC=2)[C@H:13]([O:23]CC2C=CC=CC=2)[C@@H:12]([CH2:31][O:32]CC2C=CC=CC=2)[O:11][C@:10]21[C:48]1[C:43](=[CH:44][CH:45]=[C:46]([CH2:49][C:50]3[CH:55]=[CH:54][C:53]([CH2:56][CH3:57])=[CH:52][CH:51]=3)[CH:47]=1)[O:42][CH2:41][CH2:40]2)C1C=CC=CC=1. (8) Given the product [C:6]([C:5]1[CH:4]=[C:3]([CH:10]=[CH:9][CH:8]=1)[CH2:2][O:1][C:14]1[CH:15]=[C:16]2[N:23]([C:24]([O:26][C:27]([CH3:30])([CH3:29])[CH3:28])=[O:25])[CH2:22][CH2:21][N:17]2[C:18](=[O:20])[N:19]=1)#[N:7], predict the reactants needed to synthesize it. The reactants are: [OH:1][CH2:2][C:3]1[CH:4]=[C:5]([CH:8]=[CH:9][CH:10]=1)[C:6]#[N:7].[H-].[Na+].Cl[C:14]1[CH:15]=[C:16]2[N:23]([C:24]([O:26][C:27]([CH3:30])([CH3:29])[CH3:28])=[O:25])[CH2:22][CH2:21][N:17]2[C:18](=[O:20])[N:19]=1. (9) Given the product [CH3:3][O:4][C:5]1[CH:14]=[C:13]2[C:8]([CH:9]=[C:10]([C:20]([OH:22])=[O:21])[C:11]([C:15]3[CH:19]=[CH:18][S:17][CH:16]=3)=[N:12]2)=[CH:7][CH:6]=1, predict the reactants needed to synthesize it. The reactants are: [Li+].[OH-].[CH3:3][O:4][C:5]1[CH:14]=[C:13]2[C:8]([CH:9]=[C:10]([C:20]([O:22]C)=[O:21])[C:11]([C:15]3[CH:19]=[CH:18][S:17][CH:16]=3)=[N:12]2)=[CH:7][CH:6]=1.Cl. (10) Given the product [Cl:12][C:4]1[CH:3]=[C:2]([NH:1][C:20]([O:22][C:23]2[CH:28]=[CH:27][CH:26]=[CH:25][CH:24]=2)=[O:21])[CH:11]=[CH:10][C:5]=1[C:6]([O:8][CH3:9])=[O:7], predict the reactants needed to synthesize it. The reactants are: [NH2:1][C:2]1[CH:11]=[CH:10][C:5]([C:6]([O:8][CH3:9])=[O:7])=[C:4]([Cl:12])[CH:3]=1.N1C=CC=CC=1.Cl[C:20]([O:22][C:23]1[CH:28]=[CH:27][CH:26]=[CH:25][CH:24]=1)=[O:21].